Dataset: Full USPTO retrosynthesis dataset with 1.9M reactions from patents (1976-2016). Task: Predict the reactants needed to synthesize the given product. (1) Given the product [C:38]([O:42][C:36](=[O:21])[NH:33][C:8]1([C:6]2[CH:5]=[CH:4][N:3]=[C:2]([Br:1])[CH:7]=2)[CH2:9][CH2:10]1)([CH3:41])([CH3:40])[CH3:39], predict the reactants needed to synthesize it. The reactants are: [Br:1][C:2]1[CH:7]=[C:6]([C:8]2(C(O)=O)[CH2:10][CH2:9]2)[CH:5]=[CH:4][N:3]=1.C1(P(N=[N+]=[N-])(C2C=CC=CC=2)=[O:21])C=CC=CC=1.C([N:33]([CH2:36]C)CC)C.[C:38]([OH:42])([CH3:41])([CH3:40])[CH3:39]. (2) Given the product [ClH:1].[Cl:1][C:2]1[CH:3]=[C:4]2[C:8](=[CH:9][CH:10]=1)[NH:7][C:6]([S:20]([N:23]1[CH2:28][CH2:27][N:26]([C:47]([C:45]3[S:44][C:41]4[CH2:42][NH:43][CH:38]([CH3:37])[CH2:39][C:40]=4[N:46]=3)=[O:48])[CH:25]([CH2:29][CH2:30][CH2:31][C:32]3[S:33][CH:34]=[CH:35][CH:36]=3)[CH2:24]1)(=[O:21])=[O:22])=[CH:5]2, predict the reactants needed to synthesize it. The reactants are: [Cl:1][C:2]1[CH:3]=[C:4]2[C:8](=[CH:9][CH:10]=1)[N:7](S(C1C=CC=CC=1)(=O)=O)[C:6]([S:20]([N:23]1[CH2:28][CH2:27][NH:26][CH:25]([CH2:29][CH2:30][CH2:31][C:32]3[S:33][CH:34]=[CH:35][CH:36]=3)[CH2:24]1)(=[O:22])=[O:21])=[CH:5]2.[CH3:37][CH:38]1[NH:43][CH2:42][C:41]2[S:44][C:45]([C:47]([O-])=[O:48])=[N:46][C:40]=2[CH2:39]1.[Li+].O.ON1C2C=CC=CC=2N=N1.C(N(C(C)C)CC)(C)C. (3) Given the product [I-:1].[C:21]1([P+:14]([C:8]2[CH:9]=[CH:10][CH:11]=[CH:12][CH:13]=2)([C:15]2[CH:20]=[CH:19][CH:18]=[CH:17][CH:16]=2)[CH2:2][CH:3]2[CH2:7][CH2:6][O:5][CH2:4]2)[CH:22]=[CH:23][CH:24]=[CH:25][CH:26]=1, predict the reactants needed to synthesize it. The reactants are: [I:1][CH2:2][CH:3]1[CH2:7][CH2:6][O:5][CH2:4]1.[C:8]1([P:14]([C:21]2[CH:26]=[CH:25][CH:24]=[CH:23][CH:22]=2)[C:15]2[CH:20]=[CH:19][CH:18]=[CH:17][CH:16]=2)[CH:13]=[CH:12][CH:11]=[CH:10][CH:9]=1. (4) Given the product [O:1]1[C:5]2[CH:6]=[CH:7][CH:8]=[CH:9][C:4]=2[CH:3]([CH2:10][O:11][C:13]2[N:14]=[C:15]([OH:23])[C:16]3[CH:22]=[CH:21][N:20]=[CH:19][C:17]=3[N:18]=2)[CH2:2]1, predict the reactants needed to synthesize it. The reactants are: [O:1]1[C:5]2[CH:6]=[CH:7][CH:8]=[CH:9][C:4]=2[CH:3]([CH2:10][OH:11])[CH2:2]1.Cl[C:13]1[N:14]=[C:15]([OH:23])[C:16]2[CH:22]=[CH:21][N:20]=[CH:19][C:17]=2[N:18]=1.